Dataset: NCI-60 drug combinations with 297,098 pairs across 59 cell lines. Task: Regression. Given two drug SMILES strings and cell line genomic features, predict the synergy score measuring deviation from expected non-interaction effect. (1) Drug 1: CS(=O)(=O)C1=CC(=C(C=C1)C(=O)NC2=CC(=C(C=C2)Cl)C3=CC=CC=N3)Cl. Drug 2: C1CN(P(=O)(OC1)NCCCl)CCCl. Cell line: OVCAR-5. Synergy scores: CSS=12.2, Synergy_ZIP=-3.13, Synergy_Bliss=-2.63, Synergy_Loewe=-8.73, Synergy_HSA=-3.50. (2) Drug 1: CC12CCC(CC1=CCC3C2CCC4(C3CC=C4C5=CN=CC=C5)C)O. Drug 2: CC(C)NC(=O)C1=CC=C(C=C1)CNNC.Cl. Cell line: HOP-62. Synergy scores: CSS=-2.62, Synergy_ZIP=0.648, Synergy_Bliss=-1.33, Synergy_Loewe=-7.84, Synergy_HSA=-4.42. (3) Drug 1: CCCCC(=O)OCC(=O)C1(CC(C2=C(C1)C(=C3C(=C2O)C(=O)C4=C(C3=O)C=CC=C4OC)O)OC5CC(C(C(O5)C)O)NC(=O)C(F)(F)F)O. Drug 2: C1C(C(OC1N2C=NC3=C2NC=NCC3O)CO)O. Cell line: OVCAR-4. Synergy scores: CSS=24.3, Synergy_ZIP=-7.18, Synergy_Bliss=3.75, Synergy_Loewe=1.30, Synergy_HSA=3.22. (4) Drug 1: CCC1(CC2CC(C3=C(CCN(C2)C1)C4=CC=CC=C4N3)(C5=C(C=C6C(=C5)C78CCN9C7C(C=CC9)(C(C(C8N6C)(C(=O)OC)O)OC(=O)C)CC)OC)C(=O)OC)O.OS(=O)(=O)O. Drug 2: CN1C2=C(C=C(C=C2)N(CCCl)CCCl)N=C1CCCC(=O)O.Cl. Cell line: SF-295. Synergy scores: CSS=41.8, Synergy_ZIP=-0.640, Synergy_Bliss=-1.77, Synergy_Loewe=-53.7, Synergy_HSA=-1.66. (5) Drug 1: CNC(=O)C1=NC=CC(=C1)OC2=CC=C(C=C2)NC(=O)NC3=CC(=C(C=C3)Cl)C(F)(F)F. Drug 2: CCN(CC)CCCC(C)NC1=C2C=C(C=CC2=NC3=C1C=CC(=C3)Cl)OC. Cell line: SR. Synergy scores: CSS=38.1, Synergy_ZIP=0.215, Synergy_Bliss=0.413, Synergy_Loewe=-22.6, Synergy_HSA=-0.796. (6) Drug 1: COC1=CC(=CC(=C1O)OC)C2C3C(COC3=O)C(C4=CC5=C(C=C24)OCO5)OC6C(C(C7C(O6)COC(O7)C8=CC=CS8)O)O. Drug 2: CC1=CC=C(C=C1)C2=CC(=NN2C3=CC=C(C=C3)S(=O)(=O)N)C(F)(F)F. Cell line: MCF7. Synergy scores: CSS=36.4, Synergy_ZIP=-5.63, Synergy_Bliss=-4.64, Synergy_Loewe=-20.5, Synergy_HSA=-2.86.